From a dataset of Reaction yield outcomes from USPTO patents with 853,638 reactions. Predict the reaction yield, written as a fraction of the theoretical maximum amount of product (1.0 means a 100% yield; for example, 0.34 means a 34% yield). The reactants are C(Cl)(=O)C(Cl)=O.[F:7][C:8]([C:18]1[CH:23]=[CH:22][C:21]([C:24]2[CH:32]=[CH:31][C:27]([C:28](O)=[O:29])=[CH:26][CH:25]=2)=[CH:20][CH:19]=1)([CH3:17])[CH2:9][NH:10][S:11]([CH:14]([CH3:16])[CH3:15])(=[O:13])=[O:12].O1CCOCC1.[CH3:39][NH2:40]. The catalyst is C(Cl)Cl.CN(C=O)C. The product is [F:7][C:8]([C:18]1[CH:23]=[CH:22][C:21]([C:24]2[CH:32]=[CH:31][C:27]([C:28]([NH:40][CH3:39])=[O:29])=[CH:26][CH:25]=2)=[CH:20][CH:19]=1)([CH3:17])[CH2:9][NH:10][S:11]([CH:14]([CH3:16])[CH3:15])(=[O:13])=[O:12]. The yield is 0.320.